This data is from hERG Central: cardiac toxicity at 1µM, 10µM, and general inhibition. The task is: Predict hERG channel inhibition at various concentrations. (1) The molecule is COc1ccc(S(=O)(=O)NCc2ccncc2)cc1NC(=O)c1ccc(Cl)cc1. Results: hERG_inhib (hERG inhibition (general)): blocker. (2) The molecule is O=C(c1cc(COc2ccc(F)cc2Cl)on1)N1CCN(C2CCCC2)CC1. Results: hERG_inhib (hERG inhibition (general)): blocker.